From a dataset of Forward reaction prediction with 1.9M reactions from USPTO patents (1976-2016). Predict the product of the given reaction. Given the reactants C[Si]([N-][Si](C)(C)C)(C)C.[Li+].[CH3:11][O:12][C:13]1[CH:30]=[CH:29][C:28]2[C@@H:27]3[C@H:18]([C@@H:19]4[C@@:23]([CH2:25][CH2:26]3)([CH3:24])[C:22](=[O:31])[CH2:21][CH2:20]4)[C@H:17]([CH3:32])[CH2:16][C:15]=2[CH:14]=1.I[CH3:34].[Cl-].[NH4+], predict the reaction product. The product is: [CH3:11][O:12][C:13]1[CH:30]=[CH:29][C:28]2[C@@H:27]3[C@H:18]([C@@H:19]4[C@@:23]([CH2:25][CH2:26]3)([CH3:24])[C:22](=[O:31])[C@@H:21]([CH3:34])[CH2:20]4)[C@H:17]([CH3:32])[CH2:16][C:15]=2[CH:14]=1.